From a dataset of Forward reaction prediction with 1.9M reactions from USPTO patents (1976-2016). Predict the product of the given reaction. Given the reactants [CH2:1]([C@H:8]1[N:13]([C:14]([C:16]2[N:17]=[CH:18][N:19]([CH:27]3[CH2:32][CH2:31][CH2:30][N:29]([S:33]([C:36]4[CH:37]=[N:38][C:39]([O:42][CH3:43])=[CH:40][CH:41]=4)(=[O:35])=[O:34])[CH2:28]3)[C:20]=2[C:21]2[CH:26]=[CH:25][CH:24]=[CH:23][CH:22]=2)=[O:15])[CH2:12][CH2:11][N:10](C(OC(C)(C)C)=O)[CH2:9]1)[C:2]1[CH:7]=[CH:6][CH:5]=[CH:4][CH:3]=1.C(O)(C(F)(F)F)=O.C(=O)(O)[O-].[Na+], predict the reaction product. The product is: [CH2:1]([C@@H:8]1[CH2:9][NH:10][CH2:11][CH2:12][N:13]1[C:14]([C:16]1[N:17]=[CH:18][N:19]([CH:27]2[CH2:32][CH2:31][CH2:30][N:29]([S:33]([C:36]3[CH:37]=[N:38][C:39]([O:42][CH3:43])=[CH:40][CH:41]=3)(=[O:34])=[O:35])[CH2:28]2)[C:20]=1[C:21]1[CH:22]=[CH:23][CH:24]=[CH:25][CH:26]=1)=[O:15])[C:2]1[CH:3]=[CH:4][CH:5]=[CH:6][CH:7]=1.